From a dataset of Full USPTO retrosynthesis dataset with 1.9M reactions from patents (1976-2016). Predict the reactants needed to synthesize the given product. (1) Given the product [NH2:11][C:6]1[C:5]2=[CH:4][CH:3]=[C:2]([C:22]3([OH:28])[CH2:27][CH2:26][CH2:25][CH2:24][CH2:23]3)[N:10]2[N:9]=[CH:8][N:7]=1, predict the reactants needed to synthesize it. The reactants are: Br[C:2]1[N:10]2[C:5]([C:6]([NH2:11])=[N:7][CH:8]=[N:9]2)=[CH:4][CH:3]=1.Cl[Si](C)(C)C.CC([Mg]Cl)C.[C:22]1(=[O:28])[CH2:27][CH2:26][CH2:25][CH2:24][CH2:23]1. (2) The reactants are: Cl[C:2]1[CH:7]=[C:6]([C:8]2[CH:13]=[C:12]([N:14]3[CH2:19][CH2:18][CH2:17][CH2:16][CH2:15]3)[CH:11]=[CH:10][C:9]=2[N+:20]([O-:22])=[O:21])[N:5]=[CH:4][N:3]=1.[F:23][C:24]([F:34])([F:33])[C:25]1[CH:26]=[C:27]([CH:30]=[CH:31][CH:32]=1)[CH2:28][NH2:29]. Given the product [N+:20]([C:9]1[CH:10]=[CH:11][C:12]([N:14]2[CH2:19][CH2:18][CH2:17][CH2:16][CH2:15]2)=[CH:13][C:8]=1[C:6]1[N:5]=[CH:4][N:3]=[C:2]([NH:29][CH2:28][C:27]2[CH:30]=[CH:31][CH:32]=[C:25]([C:24]([F:23])([F:33])[F:34])[CH:26]=2)[CH:7]=1)([O-:22])=[O:21], predict the reactants needed to synthesize it. (3) Given the product [O:12]1[CH2:13][CH2:14][CH2:15][CH2:16][CH:11]1[N:7]1[C:6]2[CH:5]=[CH:4][CH:3]=[C:2]([C:22](=[O:24])[CH3:23])[C:10]=2[N:9]=[CH:8]1, predict the reactants needed to synthesize it. The reactants are: Br[C:2]1[C:10]2[N:9]=[CH:8][N:7]([CH:11]3[CH2:16][CH2:15][CH2:14][CH2:13][O:12]3)[C:6]=2[CH:5]=[CH:4][CH:3]=1.C([Sn](CCCC)(CCCC)[C:22]([O:24]CC)=[CH2:23])CCC.[O-]P([O-])([O-])=O.[K+].[K+].[K+].Cl. (4) Given the product [F:22][C:23]1[CH:24]=[C:25]([S:29]([C:2]2[CH:3]=[CH:4][C:5]3[O:14][C:13]4[CH2:12][CH2:11][N:10]([C:15]([O:17][C:18]([CH3:21])([CH3:20])[CH3:19])=[O:16])[CH2:9][C:8]=4[C:6]=3[CH:7]=2)(=[O:31])=[O:30])[CH:26]=[CH:27][CH:28]=1, predict the reactants needed to synthesize it. The reactants are: Br[C:2]1[CH:3]=[CH:4][C:5]2[O:14][C:13]3[CH2:12][CH2:11][N:10]([C:15]([O:17][C:18]([CH3:21])([CH3:20])[CH3:19])=[O:16])[CH2:9][C:8]=3[C:6]=2[CH:7]=1.[F:22][C:23]1[CH:24]=[C:25]([S:29]([O-:31])=[O:30])[CH:26]=[CH:27][CH:28]=1.[Na+].C(=O)([O-])[O-].[Cs+].[Cs+].CC1(C)C2C(=C(P(C3C=CC=CC=3)C3C=CC=CC=3)C=CC=2)OC2C(P(C3C=CC=CC=3)C3C=CC=CC=3)=CC=CC1=2. (5) Given the product [Cl:1][C:2]1[N:7]=[C:6]([NH:8][NH:9][C:10](=[O:29])[C@H:11]([CH2:23][CH:24]2[CH2:25][CH2:26][CH2:27][CH2:28]2)[CH2:12][N:13]([OH:16])[CH:14]=[O:15])[C:5]([F:30])=[C:4]([NH:31][CH2:32][C:33]2[N:34]=[CH:35][S:36][CH:37]=2)[N:3]=1, predict the reactants needed to synthesize it. The reactants are: [Cl:1][C:2]1[N:7]=[C:6]([NH:8][NH:9][C:10](=[O:29])[C@H:11]([CH2:23][CH:24]2[CH2:28][CH2:27][CH2:26][CH2:25]2)[CH2:12][N:13]([O:16]C2CCCCO2)[CH:14]=[O:15])[C:5]([F:30])=[C:4]([NH:31][CH2:32][C:33]2[N:34]=[CH:35][S:36][CH:37]=2)[N:3]=1.